Dataset: Cav3 T-type calcium channel HTS with 100,875 compounds. Task: Binary Classification. Given a drug SMILES string, predict its activity (active/inactive) in a high-throughput screening assay against a specified biological target. (1) The compound is OC(=O)C1(C(C(CC1)C(=O)NCCc1ccccc1)(C)C)C. The result is 0 (inactive). (2) The compound is Clc1ccc(C2=NOC(C2)c2oc(nn2)c2ccccc2)cc1. The result is 0 (inactive). (3) The compound is S(CC(=O)N1C(CCCC1C)C)c1sc(NC(=O)Cc2sccc2)nn1. The result is 0 (inactive). (4) The compound is o1c(C(N(C(=O)c2cc(c(cc2)C)C)c2ncccc2)C)ccc1. The result is 0 (inactive). (5) The drug is S(CC(=O)N1N=C/2C(C1c1occc1)CCCC2=C\c1occc1)c1nc([nH]n1)N. The result is 0 (inactive).